From a dataset of Forward reaction prediction with 1.9M reactions from USPTO patents (1976-2016). Predict the product of the given reaction. (1) Given the reactants [CH2:1]([N:3]1[C:7]2[C:8]([NH2:12])=[CH:9][CH:10]=[CH:11][C:6]=2[N:5]=[C:4]1[CH3:13])[CH3:2].[N:14]([C:17]1[CH:18]=[C:19]([S:28]([NH2:31])(=[O:30])=[O:29])[CH:20]=[CH:21][C:22]=1[O:23][C:24]([F:27])([F:26])[F:25])=[C:15]=[S:16].CC1N(C)C2C(NC(=S)NC3C=C(S(N)(=O)=O)C=CC=3OC(C)C)=CC=CC=2N=1, predict the reaction product. The product is: [CH2:1]([N:3]1[C:7]2[C:8]([NH:12][C:15](=[S:16])[NH:14][C:17]3[CH:18]=[C:19]([S:28]([NH2:31])(=[O:30])=[O:29])[CH:20]=[CH:21][C:22]=3[O:23][C:24]([F:27])([F:26])[F:25])=[CH:9][CH:10]=[CH:11][C:6]=2[N:5]=[C:4]1[CH3:13])[CH3:2]. (2) Given the reactants Cl[C:2]1[N:7]2[N:8]=[C:9]([NH:11][C:12](=[O:19])[C:13]3[CH:18]=[CH:17][CH:16]=[CH:15][CH:14]=3)[N:10]=[C:6]2[CH:5]=[CH:4][CH:3]=1.[CH:20]1([NH2:25])[CH2:24][CH2:23][CH2:22][CH2:21]1, predict the reaction product. The product is: [CH:20]1([NH:25][C:2]2[N:7]3[N:8]=[C:9]([NH:11][C:12](=[O:19])[C:13]4[CH:18]=[CH:17][CH:16]=[CH:15][CH:14]=4)[N:10]=[C:6]3[CH:5]=[CH:4][CH:3]=2)[CH2:24][CH2:23][CH2:22][CH2:21]1. (3) Given the reactants [N:1]1[C:5]2[CH:6]=[CH:7][CH:8]=[CH:9][C:4]=2[NH:3][CH:2]=1.[H-].[Na+].[C:12]1([S:18]([C:21]2[CH:26]=[CH:25][C:24](Cl)=[CH:23][CH:22]=2)(=[O:20])=[O:19])[CH:17]=[CH:16][CH:15]=[CH:14][CH:13]=1, predict the reaction product. The product is: [C:12]1([S:18]([C:21]2[CH:26]=[CH:25][C:24]([N:1]3[C:5]4[CH:6]=[CH:7][CH:8]=[CH:9][C:4]=4[N:3]=[CH:2]3)=[CH:23][CH:22]=2)(=[O:20])=[O:19])[CH:13]=[CH:14][CH:15]=[CH:16][CH:17]=1.